From a dataset of Reaction yield outcomes from USPTO patents with 853,638 reactions. Predict the reaction yield, written as a fraction of the theoretical maximum amount of product (1.0 means a 100% yield; for example, 0.34 means a 34% yield). The reactants are [C:1]1([Si:7](Cl)([C:14]2[CH:19]=[CH:18][CH:17]=[CH:16][CH:15]=2)[C:8]2[CH:13]=[CH:12][CH:11]=[CH:10][CH:9]=2)[CH:6]=[CH:5][CH:4]=[CH:3][CH:2]=1.[C@@H:21]1([N:29]2[CH:36]=[CH:35][C:33](=[O:34])[NH:32][C:30]2=[O:31])[O:28][C@H:25]([CH2:26][OH:27])[C@@H:23]([OH:24])[CH2:22]1.CO. The catalyst is N1C=CC=CC=1.C(Cl)(Cl)Cl. The product is [C:1]1([Si:7]([C:14]2[CH:19]=[CH:18][CH:17]=[CH:16][CH:15]=2)([C:8]2[CH:13]=[CH:12][CH:11]=[CH:10][CH:9]=2)[O:27][CH2:26][C@H:25]2[O:28][C@@H:21]([N:29]3[CH:36]=[CH:35][C:33](=[O:34])[NH:32][C:30]3=[O:31])[CH2:22][C@@H:23]2[OH:24])[CH:6]=[CH:5][CH:4]=[CH:3][CH:2]=1. The yield is 0.850.